This data is from TCR-epitope binding with 47,182 pairs between 192 epitopes and 23,139 TCRs. The task is: Binary Classification. Given a T-cell receptor sequence (or CDR3 region) and an epitope sequence, predict whether binding occurs between them. (1) Result: 1 (the TCR binds to the epitope). The TCR CDR3 sequence is CASSMLGGGRDEQFF. The epitope is VSFIEFVGW. (2) The epitope is IPIQASLPF. The TCR CDR3 sequence is CASSLGGPYYEQYF. Result: 1 (the TCR binds to the epitope). (3) The TCR CDR3 sequence is CASSFSRAGDRIQPYF. Result: 0 (the TCR does not bind to the epitope). The epitope is SLYNTVATL. (4) The epitope is FLNGSCGSV. The TCR CDR3 sequence is CASSPLNLNEQFF. Result: 1 (the TCR binds to the epitope). (5) The epitope is GTSGSPIVNR. The TCR CDR3 sequence is CASSHGPDSPLHF. Result: 1 (the TCR binds to the epitope). (6) The epitope is KRWIIMGLNK. The TCR CDR3 sequence is CASSQGLLLNEQYF. Result: 0 (the TCR does not bind to the epitope).